The task is: Predict the reactants needed to synthesize the given product.. This data is from Full USPTO retrosynthesis dataset with 1.9M reactions from patents (1976-2016). (1) Given the product [CH3:24][O:34][C:32](=[O:33])[CH2:31][CH2:35][CH2:36][N:6]1[CH2:7][CH2:8][N:3]([CH2:9][CH2:10][CH2:11][CH2:12][N:13]2[C:21](=[O:22])[C:20]3[C:15](=[CH:16][CH:17]=[CH:18][CH:19]=3)[C:14]2=[O:23])[CH2:4][CH2:5]1, predict the reactants needed to synthesize it. The reactants are: Cl.Cl.[N:3]1([CH2:9][CH2:10][CH2:11][CH2:12][N:13]2[C:21](=[O:22])[C:20]3[C:15](=[CH:16][CH:17]=[CH:18][CH:19]=3)[C:14]2=[O:23])[CH2:8][CH2:7][NH:6][CH2:5][CH2:4]1.[C:24](=O)([O-])[O-].[K+].[K+].I[CH:31]([CH2:35][CH3:36])[C:32]([O-:34])=[O:33]. (2) Given the product [CH3:1][CH:2]([CH3:12])[CH2:3][C@@H:4]([C:6]1[CH:11]=[CH:10][CH:9]=[CH:8][N:7]=1)[NH2:5], predict the reactants needed to synthesize it. The reactants are: [CH3:1][CH:2]([CH3:12])[CH2:3][CH:4]([C:6]1[CH:11]=[CH:10][CH:9]=[CH:8][N:7]=1)[NH2:5]. (3) Given the product [F:24][C:25]1[C:30]([F:31])=[CH:29][CH:28]=[CH:27][C:26]=1[C:32]1[N:40]=[C:35]2[CH:36]=[N:37][N:38]([CH2:2][C:3]3[CH:4]=[CH:5][C:6]([C:12]4[CH:17]=[CH:16][C:15]([O:18][CH3:19])=[CH:14][C:13]=4[C:20]([F:23])([F:22])[F:21])=[C:7]([N+:9]([O-:11])=[O:10])[N:8]=3)[CH:39]=[C:34]2[N:33]=1, predict the reactants needed to synthesize it. The reactants are: Br[CH2:2][C:3]1[N:8]=[C:7]([N+:9]([O-:11])=[O:10])[C:6]([C:12]2[CH:17]=[CH:16][C:15]([O:18][CH3:19])=[CH:14][C:13]=2[C:20]([F:23])([F:22])[F:21])=[CH:5][CH:4]=1.[F:24][C:25]1[C:30]([F:31])=[CH:29][CH:28]=[CH:27][C:26]=1[C:32]1[N:40]=[C:35]2[CH:36]=[N:37][NH:38][CH:39]=[C:34]2[N:33]=1. (4) Given the product [C:12]([O:11][C:9]([N:16]1[CH2:21][CH2:20][CH:19]([NH:8][CH2:1][C:2]2[CH:7]=[CH:6][CH:5]=[CH:4][CH:3]=2)[CH2:18][CH2:17]1)=[O:10])([CH3:15])([CH3:13])[CH3:14], predict the reactants needed to synthesize it. The reactants are: [CH2:1]([NH2:8])[C:2]1[CH:7]=[CH:6][CH:5]=[CH:4][CH:3]=1.[C:9]([N:16]1[CH2:21][CH2:20][C:19](=O)[CH2:18][CH2:17]1)([O:11][C:12]([CH3:15])([CH3:14])[CH3:13])=[O:10]. (5) Given the product [CH2:10]([NH:17][C:7]([C:3]1[S:4][CH:5]=[CH:6][C:2]=1[OH:1])=[O:9])[C:11]1[CH:16]=[CH:15][CH:14]=[CH:13][CH:12]=1, predict the reactants needed to synthesize it. The reactants are: [OH:1][C:2]1[CH:6]=[CH:5][S:4][C:3]=1[C:7]([OH:9])=O.[CH2:10]([NH2:17])[C:11]1[CH:16]=[CH:15][CH:14]=[CH:13][CH:12]=1.C(=O)(O)[O-].[Na+].